From a dataset of Reaction yield outcomes from USPTO patents with 853,638 reactions. Predict the reaction yield, written as a fraction of the theoretical maximum amount of product (1.0 means a 100% yield; for example, 0.34 means a 34% yield). (1) The reactants are [Cl:1][C:2]1[CH:10]=[C:9]2[C:5]([C:6]([C:12]3[N:13]=[C:14]4[C:20]([C:21](O)=[O:22])=[CH:19][NH:18][C:15]4=[N:16][CH:17]=3)=[N:7][N:8]2[CH3:11])=[CH:4][CH:3]=1.[C:24]1([C:30]([NH2:33])([CH3:32])[CH3:31])[CH:29]=[CH:28][CH:27]=[CH:26][CH:25]=1.CCN=C=NCCCN(C)C.CN(C(ON1N=NC2C=CC=NC1=2)=[N+](C)C)C.F[P-](F)(F)(F)(F)F.CCN(C(C)C)C(C)C. The catalyst is CN(C1C=CN=CC=1)C.CN(C=O)C. The product is [Cl:1][C:2]1[CH:10]=[C:9]2[C:5]([C:6]([C:12]3[N:13]=[C:14]4[C:20]([C:21]([NH:33][C:30]([C:24]5[CH:29]=[CH:28][CH:27]=[CH:26][CH:25]=5)([CH3:32])[CH3:31])=[O:22])=[CH:19][NH:18][C:15]4=[N:16][CH:17]=3)=[N:7][N:8]2[CH3:11])=[CH:4][CH:3]=1. The yield is 0.180. (2) The product is [O:4]1[C:5]2([CH2:6][CH2:7][N:8]([CH:11]([CH3:15])[CH2:12][CH2:13][NH:14][C:23]([C:22]3[C:17]([CH3:16])=[N:18][CH:19]=[N:20][C:21]=3[CH3:26])=[O:24])[CH2:9][CH2:10]2)[O:1][CH2:2][CH2:3]1. No catalyst specified. The reactants are [O:1]1[C:5]2([CH2:10][CH2:9][N:8]([CH:11]([CH3:15])[CH2:12][CH2:13][NH2:14])[CH2:7][CH2:6]2)[O:4][CH2:3][CH2:2]1.[CH3:16][C:17]1[C:22]([C:23](O)=[O:24])=[C:21]([CH3:26])[N:20]=[CH:19][N:18]=1. The yield is 0.730. (3) The reactants are C(N(CC)CC)C.[CH3:8][S:9](Cl)(=[O:11])=[O:10].[C:13]([NH:17][C:18]([C:20]1[CH:24]=[C:23]([C:25]2[CH:30]=[CH:29][C:28]([CH2:31][NH2:32])=[CH:27][N:26]=2)[N:22]([C:33]2[CH:38]=[CH:37][CH:36]=[CH:35][CH:34]=2)[N:21]=1)=[O:19])([CH3:16])([CH3:15])[CH3:14].O. The catalyst is ClCCl. The product is [C:13]([NH:17][C:18]([C:20]1[CH:24]=[C:23]([C:25]2[CH:30]=[CH:29][C:28]([CH2:31][NH:32][S:9]([CH3:8])(=[O:11])=[O:10])=[CH:27][N:26]=2)[N:22]([C:33]2[CH:38]=[CH:37][CH:36]=[CH:35][CH:34]=2)[N:21]=1)=[O:19])([CH3:16])([CH3:14])[CH3:15]. The yield is 0.750. (4) The reactants are [C:1]([C:3]1[CH:4]=[C:5]([N:9]2[C:13](=[O:14])[CH2:12][S:11][C:10]2=[S:15])[CH:6]=[CH:7][CH:8]=1)#[N:2].[CH2:16]([O:18][C:19]1[CH:20]=[C:21]([CH:24]=[CH:25][C:26]=1[OH:27])[CH:22]=O)[CH3:17].C([O-])(=O)C.[NH4+].O. The catalyst is C(O)(=O)C. The product is [C:1]([C:3]1[CH:4]=[C:5]([N:9]2[C:13](=[O:14])[C:12](=[CH:22][C:21]3[CH:24]=[CH:25][C:26]([OH:27])=[C:19]([O:18][CH2:16][CH3:17])[CH:20]=3)[S:11][C:10]2=[S:15])[CH:6]=[CH:7][CH:8]=1)#[N:2]. The yield is 0.530.